Task: Predict which catalyst facilitates the given reaction.. Dataset: Catalyst prediction with 721,799 reactions and 888 catalyst types from USPTO Reactant: [Br:1][C:2]1[C:3](Cl)=[N:4][CH:5]=[CH:6][CH:7]=1.[CH3:9][S-:10].[Na+]. Product: [Br:1][C:2]1[C:3]([S:10][CH3:9])=[N:4][CH:5]=[CH:6][CH:7]=1. The catalyst class is: 1.